This data is from Catalyst prediction with 721,799 reactions and 888 catalyst types from USPTO. The task is: Predict which catalyst facilitates the given reaction. (1) The catalyst class is: 4. Product: [CH2:1]([C:5]1[N:6]=[C:7]([C:20]2[CH:21]=[CH:22][C:23]([C:26]([F:27])([F:28])[F:29])=[CH:24][CH:25]=2)[S:8][C:9]=1[CH2:10][S:11]([C:12]1[CH:19]=[CH:18][C:15]([C:16]#[N:17])=[CH:14][CH:13]=1)=[O:38])[CH2:2][CH2:3][CH3:4]. Reactant: [CH2:1]([C:5]1[N:6]=[C:7]([C:20]2[CH:25]=[CH:24][C:23]([C:26]([F:29])([F:28])[F:27])=[CH:22][CH:21]=2)[S:8][C:9]=1[CH2:10][S:11][C:12]1[CH:19]=[CH:18][C:15]([C:16]#[N:17])=[CH:14][CH:13]=1)[CH2:2][CH2:3][CH3:4].ClC1C=CC=C(C(OO)=[O:38])C=1.[Na]. (2) Reactant: CC(C)([O-])C.[Na+].[C:7]1([S:13]([CH2:16][CH2:17][CH2:18][C:19](=O)[CH3:20])(=[O:15])=[O:14])[CH:12]=[CH:11][CH:10]=[CH:9][CH:8]=1.[C:22]([O:29][CH2:30][CH3:31])(=[O:28])[C:23](OCC)=O.C([O-])(=O)C.[K+].C(O)(=O)C(O)=O.[CH2:43]([NH:47][NH2:48])[CH2:44][CH2:45][CH3:46]. Product: [C:7]1([S:13]([CH2:16][CH2:17][CH2:18][C:19]2[N:47]([CH2:43][CH2:44][CH2:45][CH3:46])[N:48]=[C:23]([C:22]([O:29][CH2:30][CH3:31])=[O:28])[CH:20]=2)(=[O:15])=[O:14])[CH:12]=[CH:11][CH:10]=[CH:9][CH:8]=1. The catalyst class is: 212.